This data is from Reaction yield outcomes from USPTO patents with 853,638 reactions. The task is: Predict the reaction yield, written as a fraction of the theoretical maximum amount of product (1.0 means a 100% yield; for example, 0.34 means a 34% yield). (1) The reactants are [Cl:1][C:2]1[CH:3]=[C:4](/[CH:9]=[CH:10]/[C:11]([N:13]2[CH2:19][CH2:18][C:17](=[O:20])[NH:16][CH2:15][CH2:14]2)=[O:12])[CH:5]=[CH:6][C:7]=1[Cl:8].CC([O-])(C)C.[K+].[CH3:27][C:28]1([CH3:45])[O:32][C@H:31]([CH2:33]OS(C2C=CC(C)=CC=2)(=O)=O)[CH2:30][O:29]1. The catalyst is C1COCC1. The product is [Cl:1][C:2]1[CH:3]=[C:4](/[CH:9]=[CH:10]/[C:11]([N:13]2[CH2:19][CH2:18][C:17](=[O:20])[N:16]([CH2:33][C@@H:31]3[CH2:30][O:29][C:28]([CH3:45])([CH3:27])[O:32]3)[CH2:15][CH2:14]2)=[O:12])[CH:5]=[CH:6][C:7]=1[Cl:8]. The yield is 0.500. (2) The reactants are [Br:1][C:2]1[CH:3]=[C:4]([C:9]([F:12])([F:11])[F:10])[CH:5]=[CH:6][C:7]=1I.BrC1C=C(C(F)(F)F)C=CC=1N.[Cl:25][C:26]1[CH:31]=[CH:30][C:29]([SH:32])=[CH:28][CH:27]=1.CC(C)([O-])C.[K+]. The catalyst is C1(C)C=CC=CC=1.C1(P(C2C=CC=CC=2)C2C=CC=CC=2OC2C=CC=CC=2P(C2C=CC=CC=2)C2C=CC=CC=2)C=CC=CC=1. The product is [Br:1][C:2]1[CH:3]=[C:4]([C:9]([F:12])([F:11])[F:10])[CH:5]=[CH:6][C:7]=1[S:32][C:29]1[CH:30]=[CH:31][C:26]([Cl:25])=[CH:27][CH:28]=1. The yield is 0.810. (3) The yield is 0.810. The product is [Cl:1][C:2]1[C:7]([OH:8])=[CH:6][CH:5]=[C:4]([CH2:9][OH:10])[N:3]=1. The catalyst is O. The reactants are [Cl:1][C:2]1[C:7]([OH:8])=[CH:6][CH:5]=[CH:4][N:3]=1.[C:9]([O-])(O)=[O:10].[Na+].C=O.Cl. (4) The catalyst is S([O-])([O-])(=O)=S.[Na+].[Na+]. The yield is 0.290. The reactants are [Cl:1][C:2]1[CH:3]=[C:4]([S:8][C:9]2[N:10]=[N:11][C:12]([O:15][CH3:16])=[CH:13][CH:14]=2)[CH:5]=[CH:6][CH:7]=1.ClC1C=CC=C(C(OO)=[O:25])C=1.C(Cl)(Cl)Cl.[OH2:32]. The product is [Cl:1][C:2]1[CH:3]=[C:4]([S:8]([C:9]2[N:10]=[N:11][C:12]([O:15][CH3:16])=[CH:13][CH:14]=2)(=[O:25])=[O:32])[CH:5]=[CH:6][CH:7]=1. (5) The reactants are [CH2:1]([O:8][C:9]1[C:18]([O:19][CH2:20][C:21]2[CH:26]=[CH:25][CH:24]=[CH:23][CH:22]=2)=[C:17]([C:27]([O:29]C)=[O:28])[CH:16]=[CH:15][C:10]=1[C:11]([O:13]C)=[O:12])[C:2]1[CH:7]=[CH:6][CH:5]=[CH:4][CH:3]=1.[OH-].[K+].O.O. The catalyst is C1COCC1. The product is [CH2:1]([O:8][C:9]1[C:18]([O:19][CH2:20][C:21]2[CH:26]=[CH:25][CH:24]=[CH:23][CH:22]=2)=[C:17]([C:27]([OH:29])=[O:28])[CH:16]=[CH:15][C:10]=1[C:11]([OH:13])=[O:12])[C:2]1[CH:7]=[CH:6][CH:5]=[CH:4][CH:3]=1. The yield is 0.910. (6) The reactants are [NH2:1][C:2]1[CH:17]=[C:16]([O:18][CH3:19])[C:15]([O:20][CH3:21])=[CH:14][C:3]=1[C:4]([NH:6][C:7]1[CH:12]=[CH:11][CH:10]=[CH:9][C:8]=1[Cl:13])=[O:5].[Cl:22][CH2:23][C:24](Cl)=O. The catalyst is C(O)(=O)C. The product is [Cl:22][CH2:23][C:24]1[N:6]([C:7]2[CH:12]=[CH:11][CH:10]=[CH:9][C:8]=2[Cl:13])[C:4](=[O:5])[C:3]2[C:2](=[CH:17][C:16]([O:18][CH3:19])=[C:15]([O:20][CH3:21])[CH:14]=2)[N:1]=1. The yield is 0.460. (7) The reactants are [CH:1]1([C:4]2[C:5]([O:24][CH2:25][C:26]([F:29])([F:28])[F:27])=[CH:6][C:7]([C:10]([NH:12][C:13]([CH3:23])([C:18]3[N:19]=[N:20][NH:21][N:22]=3)[CH2:14][CH:15]3[CH2:17][CH2:16]3)=[O:11])=[N:8][CH:9]=2)[CH2:3][CH2:2]1.[C:30](=O)([O-])[O-].[K+].[K+].IC. The catalyst is CN(C=O)C.C(OCC)(=O)C. The product is [CH:1]1([C:4]2[C:5]([O:24][CH2:25][C:26]([F:27])([F:28])[F:29])=[CH:6][C:7]([C:10]([NH:12][C:13]([CH3:23])([C:18]3[N:22]=[N:21][N:20]([CH3:30])[N:19]=3)[CH2:14][CH:15]3[CH2:17][CH2:16]3)=[O:11])=[N:8][CH:9]=2)[CH2:2][CH2:3]1. The yield is 0.390. (8) The reactants are [C:1]([O:5][C:6]([N:8]1[C:16]2[CH:15]=[C:14]([C:17]([C:19]3[CH:24]=[CH:23][CH:22]=[CH:21][CH:20]=3)=C)[N:13]=[CH:12][C:11]=2[C:10]([CH3:26])([CH3:25])[CH2:9]1)=[O:7])([CH3:4])([CH3:3])[CH3:2].C1C[O:30]CC1. The catalyst is CC(C)=O.O.O=[Os](=O)(=O)=O. The product is [C:1]([O:5][C:6]([N:8]1[C:16]2[CH:15]=[C:14]([C:17](=[O:30])[C:19]3[CH:24]=[CH:23][CH:22]=[CH:21][CH:20]=3)[N:13]=[CH:12][C:11]=2[C:10]([CH3:26])([CH3:25])[CH2:9]1)=[O:7])([CH3:4])([CH3:3])[CH3:2]. The yield is 0.650. (9) The reactants are [Cl:1][C:2]1[N:3]=[C:4]([N:13]2[CH2:18][CH2:17][O:16][CH2:15][CH2:14]2)[C:5]2[S:10][C:9]([CH:11]=O)=[CH:8][C:6]=2[N:7]=1.[CH3:19][N:20]([CH3:26])[CH:21]1[CH2:25][CH2:24][NH:23][CH2:22]1. No catalyst specified. The product is [Cl:1][C:2]1[N:3]=[C:4]([N:13]2[CH2:18][CH2:17][O:16][CH2:15][CH2:14]2)[C:5]2[S:10][C:9]([CH2:11][N:23]3[CH2:24][CH2:25][CH:21]([N:20]([CH3:26])[CH3:19])[CH2:22]3)=[CH:8][C:6]=2[N:7]=1. The yield is 0.610.